From a dataset of Forward reaction prediction with 1.9M reactions from USPTO patents (1976-2016). Predict the product of the given reaction. (1) Given the reactants [CH3:1][N:2]1[C:10]([CH2:11][CH2:12][CH2:13][C:14]([OH:16])=[O:15])=[N:9][C:8]2[CH:7]=[C:6]([N:17]([CH2:21][CH2:22][Cl:23])[CH2:18][CH2:19][Cl:20])[CH:5]=[CH:4][C:3]1=2.Cl.[CH2:25](O)[CH2:26][CH2:27][CH2:28][CH2:29][CH2:30][CH2:31][CH2:32][CH2:33][CH2:34][CH2:35][CH2:36][CH2:37][CH2:38][CH3:39].C1(N=C=NC2CCCCC2)CCCCC1, predict the reaction product. The product is: [CH2:39]([O:15][C:14](=[O:16])[CH2:13][CH2:12][CH2:11][C:10]1[N:2]([CH3:1])[C:3]2[CH:4]=[CH:5][C:6]([N:17]([CH2:18][CH2:19][Cl:20])[CH2:21][CH2:22][Cl:23])=[CH:7][C:8]=2[N:9]=1)[CH2:38][CH2:37][CH2:36][CH2:35][CH2:34][CH2:33][CH2:32][CH2:31][CH2:30][CH2:29][CH2:28][CH2:27][CH2:26][CH3:25]. (2) Given the reactants [NH2:1][C@H:2]1[C@@H:7]([CH3:8])[CH2:6][N:5]([C:9]2[CH:14]=[CH:13][N:12]=[CH:11][C:10]=2[NH:15][C:16](=[O:32])[C:17]2[CH:22]=[CH:21][C:20]([F:23])=[C:19]([C:24]3[C:29]([F:30])=[CH:28][CH:27]=[CH:26][C:25]=3[F:31])[N:18]=2)[CH2:4][C@H:3]1[NH:33]C(=O)OC(C)(C)C.[CH3:41][S:42](Cl)(=[O:44])=[O:43], predict the reaction product. The product is: [NH2:33][C@H:3]1[C@@H:2]([NH:1][S:42]([CH3:41])(=[O:44])=[O:43])[C@@H:7]([CH3:8])[CH2:6][N:5]([C:9]2[CH:14]=[CH:13][N:12]=[CH:11][C:10]=2[NH:15][C:16](=[O:32])[C:17]2[CH:22]=[CH:21][C:20]([F:23])=[C:19]([C:24]3[C:29]([F:30])=[CH:28][CH:27]=[CH:26][C:25]=3[F:31])[N:18]=2)[CH2:4]1.